Dataset: Catalyst prediction with 721,799 reactions and 888 catalyst types from USPTO. Task: Predict which catalyst facilitates the given reaction. (1) Product: [CH:9]1([NH:8][C:6]2[N:5]3[N:12]=[CH:13][C:14]([CH:15]=[O:16])=[C:4]3[N:3]=[C:2]([NH:1][C:18](=[O:19])[O:20][CH3:21])[CH:7]=2)[CH2:11][CH2:10]1. Reactant: [NH2:1][C:2]1[CH:7]=[C:6]([NH:8][CH:9]2[CH2:11][CH2:10]2)[N:5]2[N:12]=[CH:13][C:14]([CH:15]=[O:16])=[C:4]2[N:3]=1.Cl[C:18]([O:20][CH3:21])=[O:19].CCN(C(C)C)C(C)C. The catalyst class is: 7. (2) Reactant: [Cl:1][C:2]1[CH:14]=[C:13]2[C:5]([C:6]3[CH:7]=[CH:8][N:9]=[CH:10][C:11]=3[NH:12]2)=[CH:4][CH:3]=1.[H-].[Na+].[C:17](OC(=O)C)(=[O:19])[CH3:18].O. Product: [C:17]([C:10]1[C:11]2[NH:12][C:13]3[C:5](=[CH:4][CH:3]=[C:2]([Cl:1])[CH:14]=3)[C:6]=2[CH:7]=[CH:8][N:9]=1)(=[O:19])[CH3:18]. The catalyst class is: 3. (3) Reactant: C[O:2][C:3](=O)[C:4]([C:25]([F:28])([F:27])[F:26])=[C:5]([C:12]1[CH:17]=[CH:16][C:15]([O:18][CH:19]2[CH2:24][CH2:23][CH2:22][CH2:21][CH2:20]2)=[CH:14][CH:13]=1)[C:6](=O)[CH2:7][CH2:8][CH2:9][CH3:10].O.[NH2:31][NH2:32]. Product: [CH2:7]([C:6]1[C:5]([C:12]2[CH:17]=[CH:16][C:15]([O:18][CH:19]3[CH2:24][CH2:23][CH2:22][CH2:21][CH2:20]3)=[CH:14][CH:13]=2)=[C:4]([C:25]([F:28])([F:27])[F:26])[C:3](=[O:2])[NH:31][N:32]=1)[CH2:8][CH2:9][CH3:10]. The catalyst class is: 15.